From a dataset of Catalyst prediction with 721,799 reactions and 888 catalyst types from USPTO. Predict which catalyst facilitates the given reaction. Reactant: [O:1]=[C:2]1[CH2:6][CH2:5][CH2:4][CH:3]1[C:7]([O:9][CH2:10][CH3:11])=[O:8].C(=O)([O-])[O-].[K+].[K+].[CH2:18](I)[CH3:19]. Product: [CH2:18]([C:3]1([C:7]([O:9][CH2:10][CH3:11])=[O:8])[CH2:4][CH2:5][CH2:6][C:2]1=[O:1])[CH3:19]. The catalyst class is: 21.